Dataset: Catalyst prediction with 721,799 reactions and 888 catalyst types from USPTO. Task: Predict which catalyst facilitates the given reaction. (1) Reactant: [Cl:1][C:2]1[CH:3]=[C:4]([CH:8]=[CH:9][CH:10]=1)[C:5]([OH:7])=O.CCN=C=NCCCN(C)C.C1C=CC2N(O)N=NC=2C=1.[Cl:32][CH2:33][C:34]([NH:36]O)=[NH:35]. Product: [Cl:32][CH2:33][C:34]1[N:36]=[C:5]([C:4]2[CH:8]=[CH:9][CH:10]=[C:2]([Cl:1])[CH:3]=2)[O:7][N:35]=1. The catalyst class is: 3. (2) Reactant: [OH:1][CH:2]1[CH2:7][CH2:6][NH:5][CH2:4][CH2:3]1.C(=O)([O-])[O-].[K+].[K+].CS([C:18]1[N:23]=[CH:22][C:21]([C:24]([F:27])([F:26])[F:25])=[CH:20][N:19]=1)(=O)=O.O. Product: [F:25][C:24]([F:27])([F:26])[C:21]1[CH:20]=[N:19][C:18]([N:5]2[CH2:6][CH2:7][CH:2]([OH:1])[CH2:3][CH2:4]2)=[N:23][CH:22]=1. The catalyst class is: 9. (3) Reactant: [CH2:1](Br)[CH:2]=[CH2:3].[OH-].[K+].[OH:7][C:8]1[C:17]([CH:18]=[O:19])=[C:16]([O:20][CH3:21])[CH:15]=[CH:14][C:9]=1[C:10]([O:12][CH3:13])=[O:11].Cl. Product: [CH2:1]([O:7][C:8]1[C:17]([CH:18]=[O:19])=[C:16]([O:20][CH3:21])[CH:15]=[CH:14][C:9]=1[C:10]([O:12][CH3:13])=[O:11])[CH:2]=[CH2:3]. The catalyst class is: 16. (4) Reactant: [C:1]1([CH3:7])[CH:6]=[CH:5][CH:4]=[CH:3][CH:2]=1.[CH:8](=[O:15])[C:9]1C=CC=[CH:11][CH:10]=1.CC(CCO)=C.[OH-].[Na+]. Product: [CH:1]1([CH:7]2[CH:11]=[CH:10][CH:9]=[CH:8][O:15]2)[CH:6]=[CH:5][CH:4]=[CH:3][CH2:2]1. The catalyst class is: 501.